Predict the product of the given reaction. From a dataset of Forward reaction prediction with 1.9M reactions from USPTO patents (1976-2016). (1) Given the reactants [F:1][C:2]1[CH:3]=[C:4]([C:9]([C@H:11]2[CH2:16][CH2:15][CH2:14][CH2:13][C@H:12]2[C:17]([OH:19])=[O:18])=[O:10])[CH:5]=[C:6]([F:8])[CH:7]=1, predict the reaction product. The product is: [F:1][C:2]1[CH:3]=[C:4]([C:9]([C@@H:11]2[CH2:16][CH2:15][CH2:14][CH2:13][C@@H:12]2[C:17]([OH:19])=[O:18])=[O:10])[CH:5]=[C:6]([F:8])[CH:7]=1.[C@@H:11]12[C:9](=[O:10])[O:19][C:17](=[O:18])[C@@H:12]1[CH2:13][CH2:14][CH2:15][CH2:16]2. (2) Given the reactants Cl.[NH2:2][C:3]1[C:4]([CH3:28])=[C:5]2[C:10]([NH:11][C:12]3[CH:17]=[CH:16][C:15]([O:18][C:19]4[CH:24]=[CH:23][CH:22]=[CH:21][CH:20]=4)=[CH:14][CH:13]=3)=[C:9]([C:25]#[N:26])[CH:8]=[N:7][N:6]2[CH:27]=1.CN1CCOCC1.[CH3:36][S:37](Cl)(=[O:39])=[O:38].C(O)(=O)CC(CC(O)=O)(C(O)=O)O, predict the reaction product. The product is: [C:25]([C:9]1[CH:8]=[N:7][N:6]2[CH:27]=[C:3]([NH:2][S:37]([CH3:36])(=[O:39])=[O:38])[C:4]([CH3:28])=[C:5]2[C:10]=1[NH:11][C:12]1[CH:13]=[CH:14][C:15]([O:18][C:19]2[CH:24]=[CH:23][CH:22]=[CH:21][CH:20]=2)=[CH:16][CH:17]=1)#[N:26]. (3) The product is: [F:22][C:23]1[CH:24]=[CH:25][C:26]([CH2:29][S:30]([C:33]2[CH:34]=[C:35]3[C:39](=[CH:40][CH:41]=2)[NH:38][C:37](=[O:42])/[C:36]/3=[CH:17]\[C:14]2[NH:13][C:9]3[CH2:10][CH2:11][CH2:12][N:6]([CH2:5][CH2:4][N:3]([CH2:20][CH3:21])[CH2:1][CH3:2])[C:7](=[O:19])[C:8]=3[C:15]=2[CH3:16])(=[O:32])=[O:31])=[CH:27][CH:28]=1. Given the reactants [CH2:1]([N:3]([CH2:20][CH3:21])[CH2:4][CH2:5][N:6]1[CH2:12][CH2:11][CH2:10][C:9]2[NH:13][C:14]([CH:17]=O)=[C:15]([CH3:16])[C:8]=2[C:7]1=[O:19])[CH3:2].[F:22][C:23]1[CH:28]=[CH:27][C:26]([CH2:29][S:30]([C:33]2[CH:34]=[C:35]3[C:39](=[CH:40][CH:41]=2)[NH:38][C:37](=[O:42])[CH2:36]3)(=[O:32])=[O:31])=[CH:25][CH:24]=1.N1CCCCC1, predict the reaction product. (4) Given the reactants Br[C:2]1[CH:7]=[CH:6][C:5]([C:8]([N:10]2[CH2:15][CH2:14][N:13]([C:16]3[C:21]([CH3:22])=[CH:20][C:19]([CH3:23])=[CH:18][N:17]=3)[CH2:12][CH2:11]2)=[O:9])=[C:4]([F:24])[CH:3]=1.[CH3:25][C@@H:26]1[CH2:30][O:29][C:28](=[O:31])[NH:27]1, predict the reaction product. The product is: [CH3:22][C:21]1[C:16]([N:13]2[CH2:14][CH2:15][N:10]([C:8]([C:5]3[CH:6]=[CH:7][C:2]([N:27]4[C@H:26]([CH3:25])[CH2:30][O:29][C:28]4=[O:31])=[CH:3][C:4]=3[F:24])=[O:9])[CH2:11][CH2:12]2)=[N:17][CH:18]=[C:19]([CH3:23])[CH:20]=1. (5) Given the reactants Cl[C:2]1[C:11]([CH2:12]O)=[CH:10][C:9]2[C:4](=[C:5]([CH3:14])[CH:6]=[CH:7][CH:8]=2)[N:3]=1.[Cl:15][C:16]1[CH:21]=[CH:20][CH:19]=[C:18]([F:22])[C:17]=1B(O)O.[O-]P([O-])([O-])=O.[K+].[K+].[K+].F.[K].P(Br)(Br)Br.C([O-])([O-])=O.[K+].[K+].[SH:46][C:47]1[N:55]=[CH:54][N:53]=[C:52]2[C:48]=1[NH:49][CH:50]=[N:51]2, predict the reaction product. The product is: [Cl:15][C:16]1[CH:21]=[CH:20][CH:19]=[C:18]([F:22])[C:17]=1[C:2]1[C:11]([CH2:12][S:46][C:47]2[N:55]=[CH:54][N:53]=[C:52]3[C:48]=2[NH:49][CH:50]=[N:51]3)=[CH:10][C:9]2[C:4](=[C:5]([CH3:14])[CH:6]=[CH:7][CH:8]=2)[N:3]=1. (6) Given the reactants [Cl:1][C:2]1[S:6][C:5]([C:7]([NH:9][CH2:10][C@@H:11]2[O:15][C:14](=[O:16])[N:13]([C:17]3[CH:22]=[CH:21][C:20]([N:23]4[CH2:28][CH2:27][O:26][CH2:25][CH2:24]4)=[C:19]([F:29])[CH:18]=3)[CH2:12]2)=[O:8])=[CH:4][CH:3]=1.C1C=C([O:36]O)C(C(O)=O)=C(C(O)=O)C=1, predict the reaction product. The product is: [Cl:1][C:2]1[S:6][C:5]([C:7]([NH+:9]([O-:36])[CH2:10][C@H:11]2[O:15][C:14](=[O:16])[N:13]([C:17]3[CH:22]=[CH:21][C:20]([N:23]4[CH2:24][CH2:25][O:26][CH2:27][CH2:28]4)=[C:19]([F:29])[CH:18]=3)[CH2:12]2)=[O:8])=[CH:4][CH:3]=1.